From a dataset of Full USPTO retrosynthesis dataset with 1.9M reactions from patents (1976-2016). Predict the reactants needed to synthesize the given product. (1) Given the product [Br:1][C:2]1[C:3](=[O:10])[N:4]([CH3:9])[C:5]([NH:18][C:15]2[CH:16]=[CH:17][C:12]([F:11])=[CH:13][CH:14]=2)=[N:6][CH:7]=1, predict the reactants needed to synthesize it. The reactants are: [Br:1][C:2]1[C:3](=[O:10])[N:4]([CH3:9])[C:5](Cl)=[N:6][CH:7]=1.[F:11][C:12]1[CH:17]=[CH:16][C:15]([NH2:18])=[CH:14][CH:13]=1.C([O-])(O)=O.[Na+]. (2) Given the product [CH3:19][O:18][C:15]1[CH:14]=[CH:13][C:12]([C:10]2[O:9][N:8]=[C:7]([CH2:6][CH2:5][CH:4]=[O:3])[N:11]=2)=[CH:17][CH:16]=1, predict the reactants needed to synthesize it. The reactants are: C([O:3][CH:4](OCC)[CH2:5][CH2:6][C:7]1[N:11]=[C:10]([C:12]2[CH:17]=[CH:16][C:15]([O:18][CH3:19])=[CH:14][CH:13]=2)[O:9][N:8]=1)C.